From a dataset of Forward reaction prediction with 1.9M reactions from USPTO patents (1976-2016). Predict the product of the given reaction. (1) Given the reactants [CH3:1][CH:2]([CH3:12])[C:3]([C:6]1[CH:11]=[N:10][CH:9]=[CH:8][N:7]=1)([OH:5])[CH3:4], predict the reaction product. The product is: [CH3:1][CH:2]([CH3:12])[C:3]([CH:6]1[CH2:11][NH:10][CH2:9][CH2:8][NH:7]1)([OH:5])[CH3:4]. (2) Given the reactants C([O:5][C:6](=[O:18])[CH2:7][N:8]1[CH2:13][CH2:12][CH:11]([C:14]([O:16][CH3:17])=[O:15])[CH2:10][CH2:9]1)(C)(C)C.Cl, predict the reaction product. The product is: [CH3:17][O:16][C:14]([CH:11]1[CH2:10][CH2:9][N:8]([CH2:7][C:6]([OH:18])=[O:5])[CH2:13][CH2:12]1)=[O:15]. (3) The product is: [F:25][C:23]1[CH:22]=[C:21]([F:26])[CH:20]=[C:19]2[C:24]=1[C:15]([NH:14][C:3]1[CH:4]=[C:5]([N:8]3[CH2:13][CH2:12][O:11][CH2:10][CH2:9]3)[N:6]=[CH:7][C:2]=1[C:39]1[C:40]([CH3:42])=[N:41][C:36]([O:35][CH3:34])=[CH:37][CH:38]=1)=[C:16]([CH3:33])[C:17]([C:27]1[CH:32]=[CH:31][CH:30]=[CH:29][N:28]=1)=[N:18]2. Given the reactants Br[C:2]1[C:3]([NH:14][C:15]2[C:24]3[C:19](=[CH:20][C:21]([F:26])=[CH:22][C:23]=3[F:25])[N:18]=[C:17]([C:27]3[CH:32]=[CH:31][CH:30]=[CH:29][N:28]=3)[C:16]=2[CH3:33])=[CH:4][C:5]([N:8]2[CH2:13][CH2:12][O:11][CH2:10][CH2:9]2)=[N:6][CH:7]=1.[CH3:34][O:35][C:36]1[N:41]=[C:40]([CH3:42])[C:39](B(O)O)=[CH:38][CH:37]=1.C1(P(C2CCCCC2)C2CCCCC2)CCCCC1.[O-]P([O-])([O-])=O.[K+].[K+].[K+], predict the reaction product.